The task is: Predict the reactants needed to synthesize the given product.. This data is from Full USPTO retrosynthesis dataset with 1.9M reactions from patents (1976-2016). (1) The reactants are: C(N(CC)CC)C.C(O)=O.[F:11][C:12]([F:25])([F:24])[O:13][C:14]1[CH:22]=[CH:21][CH:20]=[C:19]2[C:15]=1[CH2:16][CH2:17][C:18]2=[O:23].O. Given the product [F:11][C:12]([F:24])([F:25])[O:13][C:14]1[CH:22]=[CH:21][CH:20]=[C:19]2[C:15]=1[CH2:16][CH2:17][C@@H:18]2[OH:23], predict the reactants needed to synthesize it. (2) Given the product [ClH:27].[NH2:19][C@@H:17]1[CH2:18][C@H:16]1[C:13]1[CH:14]=[CH:15][C:10]([NH:9][C:7](=[O:8])[C:1]2[CH:6]=[CH:5][CH:4]=[CH:3][CH:2]=2)=[CH:11][CH:12]=1, predict the reactants needed to synthesize it. The reactants are: [C:1]1([C:7]([NH:9][C:10]2[CH:15]=[CH:14][C:13]([C@@H:16]3[CH2:18][C@H:17]3[NH:19]C(=O)OC(C)(C)C)=[CH:12][CH:11]=2)=[O:8])[CH:6]=[CH:5][CH:4]=[CH:3][CH:2]=1.[ClH:27].C(OCC)(=O)C. (3) Given the product [Cl:8][CH2:9][C:10]1[NH:1][C:2]2=[CH:3][S:4][CH:5]=[C:6]2[N:7]=1, predict the reactants needed to synthesize it. The reactants are: [NH2:1][C:2]1[C:6]([NH2:7])=[CH:5][S:4][CH:3]=1.[Cl:8][CH2:9][C:10](OC)(OC)OC. (4) The reactants are: [N:1]1[CH:6]=[CH:5][C:4]([NH:7][C:8](=[NH:15])[C:9]2[CH:14]=[CH:13][CH:12]=[CH:11][CH:10]=2)=[CH:3][CH:2]=1.Br[CH2:17][C:18](=O)[C:19]([O:21][CH2:22][CH3:23])=[O:20]. Given the product [CH2:22]([O:21][C:19]([C:18]1[N:15]=[C:8]([C:9]2[CH:14]=[CH:13][CH:12]=[CH:11][CH:10]=2)[N:7]([C:4]2[CH:5]=[CH:6][N:1]=[CH:2][CH:3]=2)[CH:17]=1)=[O:20])[CH3:23], predict the reactants needed to synthesize it. (5) Given the product [CH3:1][O:2][C:3](=[O:17])[C:4]1[CH:9]=[CH:8][CH:7]=[C:6]([C:10]2[N:28]=[C:26]([CH2:25][OH:24])[S:27][C:11]=2[CH3:12])[CH:5]=1, predict the reactants needed to synthesize it. The reactants are: [CH3:1][O:2][C:3](=[O:17])[C:4]1[CH:9]=[CH:8][CH:7]=[C:6]([C:10](=O)[CH:11](Br)[CH2:12]CC)[CH:5]=1.C(C([O:24][CH2:25][C:26]([NH2:28])=[S:27])=O)(C)(C)C. (6) Given the product [CH2:25]([N:24]([CH2:23][C:14]1[CH:15]=[C:16]([C:19]([F:22])([F:21])[F:20])[CH:17]=[CH:18][C:13]=1[C:7]1[C:8]([O:11][CH3:12])=[CH:9][CH:10]=[C:5]([CH2:4][C:3]([OH:27])=[O:2])[CH:6]=1)[C:36](=[O:37])[CH2:35][O:28][C:29]1[CH:34]=[CH:33][CH:32]=[CH:31][CH:30]=1)[CH3:26], predict the reactants needed to synthesize it. The reactants are: C[O:2][C:3](=[O:27])[CH2:4][C:5]1[CH:6]=[C:7]([C:13]2[CH:18]=[CH:17][C:16]([C:19]([F:22])([F:21])[F:20])=[CH:15][C:14]=2[CH2:23][NH:24][CH2:25][CH3:26])[C:8]([O:11][CH3:12])=[CH:9][CH:10]=1.[O:28]([CH2:35][C:36](Cl)=[O:37])[C:29]1[CH:34]=[CH:33][CH:32]=[CH:31][CH:30]=1.